This data is from Catalyst prediction with 721,799 reactions and 888 catalyst types from USPTO. The task is: Predict which catalyst facilitates the given reaction. (1) Reactant: [C:1]([O:5][C:6]([NH:8][C@@H:9]([CH:14]([CH3:16])[CH3:15])[C:10](OC)=O)=[O:7])([CH3:4])([CH3:3])[CH3:2].[H-].C([Al+]CC(C)C)C(C)C.[CH3:27][CH2:28][O:29][C:30]([CH:32](P(OCC)(OCC)=O)[F:33])=[O:31].[Li]CCCC. Product: [C:1]([O:5][C:6]([NH:8][C@@H:9]([CH:14]([CH3:15])[CH3:16])/[CH:10]=[C:32](/[F:33])\[C:30]([O:29][CH2:28][CH3:27])=[O:31])=[O:7])([CH3:2])([CH3:3])[CH3:4]. The catalyst class is: 247. (2) The catalyst class is: 30. Reactant: [CH3:1][O:2][C:3]1[CH:18]=[CH:17][C:6]([CH2:7][CH:8]2[C:13]([CH3:15])([CH3:14])[C:12](=[O:16])[CH2:11][CH2:10][NH:9]2)=[CH:5][CH:4]=1.CC(C)([O-])C.[K+].[N:25]1[CH:30]=[CH:29][CH:28]=[CH:27][C:26]=1[CH:31]=O.Cl. Product: [CH3:1][O:2][C:3]1[CH:4]=[CH:5][C:6]([CH2:7][CH:8]2[C:13]([CH3:15])([CH3:14])[C:12](=[O:16])[C:11](=[CH:31][C:26]3[CH:27]=[CH:28][CH:29]=[CH:30][N:25]=3)[CH2:10][NH:9]2)=[CH:17][CH:18]=1. (3) Reactant: [BH4-].[Na+].[F:3][C:4]1[CH:5]=[C:6]([NH:17][C:18]([C:20]2[CH:25]=[CH:24][CH:23]=[CH:22][N:21]=2)=[O:19])[CH:7]=[CH:8][C:9]=1[C:10](=[O:16])[C:11]([CH2:13][CH2:14][OH:15])=[CH2:12].C(=O)(O)[O-].[Na+]. The catalyst class is: 5. Product: [OH:16][CH:10]([C:9]1[CH:8]=[CH:7][C:6]([NH:17][C:18]([C:20]2[CH:25]=[CH:24][CH:23]=[CH:22][N:21]=2)=[O:19])=[CH:5][C:4]=1[F:3])[CH:11]([CH3:12])[CH2:13][CH2:14][OH:15]. (4) Product: [O:1]=[C:2]([N:16]1[CH2:21][CH2:20][N:19]2[C:22]([C:25]([F:28])([F:27])[F:26])=[N:23][N:24]=[C:18]2[CH2:17]1)[CH:3]=[C:4]([NH2:33])[CH2:5][C:6]1[CH:11]=[C:10]([F:12])[C:9]([F:13])=[CH:8][C:7]=1[F:14]. The catalyst class is: 5. Reactant: [O:1]=[C:2]([N:16]1[CH2:21][CH2:20][N:19]2[C:22]([C:25]([F:28])([F:27])[F:26])=[N:23][N:24]=[C:18]2[CH2:17]1)[CH2:3][C:4](=O)[CH2:5][C:6]1[CH:11]=[C:10]([F:12])[C:9]([F:13])=[CH:8][C:7]=1[F:14].C([O-])(=O)C.[NH4+:33].N. (5) Reactant: [CH2:1]([O:4][CH:5]1[CH2:10][CH2:9][C:8](=O)[CH2:7][CH2:6]1)[C:2]#[CH:3].[NH:12]1[CH2:17][CH2:16][CH:15]([NH:18][C:19](=[O:25])[O:20][C:21]([CH3:24])([CH3:23])[CH3:22])[CH2:14][CH2:13]1.C(O[BH-](OC(=O)C)OC(=O)C)(=O)C.[Na+]. Product: [CH2:1]([O:4][C@H:5]1[CH2:10][CH2:9][C@H:8]([N:12]2[CH2:13][CH2:14][CH:15]([NH:18][C:19](=[O:25])[O:20][C:21]([CH3:23])([CH3:22])[CH3:24])[CH2:16][CH2:17]2)[CH2:7][CH2:6]1)[C:2]#[CH:3]. The catalyst class is: 417. (6) Reactant: Br[CH2:2][CH2:3][O:4][C:5]1[C:10]([CH3:11])=[CH:9][C:8]([C:12]2[NH:21][C:20](=[O:22])[C:19]3[C:14](=[CH:15][CH:16]=[CH:17][C:18]=3[O:23][CH3:24])[N:13]=2)=[CH:7][C:6]=1[CH3:25].[NH:26]1[CH2:30][CH2:29][CH2:28][CH2:27]1. Product: [CH3:25][C:6]1[CH:7]=[C:8]([C:12]2[NH:21][C:20](=[O:22])[C:19]3[C:14](=[CH:15][CH:16]=[CH:17][C:18]=3[O:23][CH3:24])[N:13]=2)[CH:9]=[C:10]([CH3:11])[C:5]=1[O:4][CH2:3][CH2:2][N:26]1[CH2:30][CH2:29][CH2:28][CH2:27]1. The catalyst class is: 9.